Regression/Classification. Given a drug SMILES string, predict its absorption, distribution, metabolism, or excretion properties. Task type varies by dataset: regression for continuous measurements (e.g., permeability, clearance, half-life) or binary classification for categorical outcomes (e.g., BBB penetration, CYP inhibition). Dataset: cyp2c9_veith. From a dataset of CYP2C9 inhibition data for predicting drug metabolism from PubChem BioAssay. (1) The compound is O=[N+]([O-])c1ccc(N2CCCCC2)c(Cl)c1N1CCCCC1. The result is 1 (inhibitor). (2) The drug is CC(C)CO/N=C1/C[C@@H](O)[C@@H](O)[C@H]2[C@@H]1CC[C@@H]1C(=O)N(Cc3ccc4c(c3)OCO4)C(=O)[C@H]12. The result is 0 (non-inhibitor). (3) The result is 0 (non-inhibitor). The compound is CC(C)=CCNc1ncnc2nc[nH]c12. (4) The molecule is Nc1c(O)cccc1C(=O)C[C@@H](N)C(=O)O. The result is 0 (non-inhibitor). (5) The molecule is CCCC/C=C/C(NC(=O)Oc1cccc(C(F)(F)F)c1)c1ccccc1. The result is 1 (inhibitor).